This data is from CYP2C9 inhibition data for predicting drug metabolism from PubChem BioAssay. The task is: Regression/Classification. Given a drug SMILES string, predict its absorption, distribution, metabolism, or excretion properties. Task type varies by dataset: regression for continuous measurements (e.g., permeability, clearance, half-life) or binary classification for categorical outcomes (e.g., BBB penetration, CYP inhibition). Dataset: cyp2c9_veith. (1) The drug is COc1ccc(C(=O)N2CCC3(CCN(CC(C)C)CC3)CC2)cc1. The result is 0 (non-inhibitor). (2) The molecule is CC(=O)N1N=C(c2cccc([N+](=O)[O-])c2)OC1c1ccccc1Cl. The result is 1 (inhibitor). (3) The compound is CCOC(=O)CCc1c(C)nc2ncnn2c1C. The result is 0 (non-inhibitor).